Task: Predict the reactants needed to synthesize the given product.. Dataset: Full USPTO retrosynthesis dataset with 1.9M reactions from patents (1976-2016) Given the product [CH2:1]([N:3]1[CH2:7][CH2:6][CH2:5][CH:4]1[CH2:8][NH:9][S:10]([C:13]1[C:18]([Cl:19])=[CH:17][CH:16]=[C:15]([NH2:20])[C:14]=1[OH:23])(=[O:12])=[O:11])[CH3:2], predict the reactants needed to synthesize it. The reactants are: [CH2:1]([N:3]1[CH2:7][CH2:6][CH2:5][CH:4]1[CH2:8][NH:9][S:10]([C:13]1[C:18]([Cl:19])=[CH:17][CH:16]=[C:15]([N+:20]([O-])=O)[C:14]=1[OH:23])(=[O:12])=[O:11])[CH3:2].[H][H].